This data is from Catalyst prediction with 721,799 reactions and 888 catalyst types from USPTO. The task is: Predict which catalyst facilitates the given reaction. (1) Reactant: [C:1]([O:5][C:6](=[O:20])[NH:7][CH2:8][CH2:9][N:10]1[C:18]2[C:17](Cl)=[N:16][CH:15]=[N:14][C:13]=2[CH:12]=[CH:11]1)([CH3:4])([CH3:3])[CH3:2].[CH3:21][C:22]([CH3:41])([CH3:40])[CH2:23][O:24][C:25]1[CH:26]=[C:27]([CH:37]=[CH:38][CH:39]=1)[O:28][C:29]1[CH:35]=[CH:34][C:32]([NH2:33])=[CH:31][C:30]=1[CH3:36]. Product: [C:1]([O:5][C:6](=[O:20])[NH:7][CH2:8][CH2:9][N:10]1[C:18]2[C:17]([NH:33][C:32]3[CH:34]=[CH:35][C:29]([O:28][C:27]4[CH:37]=[CH:38][CH:39]=[C:25]([O:24][CH2:23][C:22]([CH3:40])([CH3:21])[CH3:41])[CH:26]=4)=[C:30]([CH3:36])[CH:31]=3)=[N:16][CH:15]=[N:14][C:13]=2[CH:12]=[CH:11]1)([CH3:4])([CH3:3])[CH3:2]. The catalyst class is: 32. (2) Reactant: [F:1][C:2]1[CH:7]=[CH:6][C:5]([C:8]2[CH:13]=[CH:12][N:11]=[CH:10][C:9]=2[NH:14][CH2:15][CH2:16][S:17]([CH3:20])(=[O:19])=[O:18])=[C:4]([O:21][CH3:22])[CH:3]=1.FC1C=CC=C(OC)C=1C1C=CN=CC=1N(CC(F)(F)F)[C:39](=[O:54])[C:40]1[CH:45]=[C:44]([C:46]([F:49])([F:48])[F:47])[CH:43]=[C:42]([S:50]([CH3:53])(=[O:52])=[O:51])[CH:41]=1.CCN(C(C)C)C(C)C.[NH4+].[Cl-]. Product: [F:1][C:2]1[CH:7]=[CH:6][C:5]([C:8]2[CH:13]=[CH:12][N:11]=[CH:10][C:9]=2[N:14]([CH2:15][CH2:16][S:17]([CH3:20])(=[O:18])=[O:19])[C:39](=[O:54])[C:40]2[CH:45]=[C:44]([C:46]([F:49])([F:47])[F:48])[CH:43]=[C:42]([S:50]([CH3:53])(=[O:52])=[O:51])[CH:41]=2)=[C:4]([O:21][CH3:22])[CH:3]=1. The catalyst class is: 2.